Dataset: NCI-60 drug combinations with 297,098 pairs across 59 cell lines. Task: Regression. Given two drug SMILES strings and cell line genomic features, predict the synergy score measuring deviation from expected non-interaction effect. (1) Drug 2: CN1C2=C(C=C(C=C2)N(CCCl)CCCl)N=C1CCCC(=O)O.Cl. Synergy scores: CSS=-5.15, Synergy_ZIP=3.55, Synergy_Bliss=2.95, Synergy_Loewe=-3.82, Synergy_HSA=-3.00. Drug 1: C1=CC(=CC=C1C#N)C(C2=CC=C(C=C2)C#N)N3C=NC=N3. Cell line: MDA-MB-231. (2) Drug 1: C1=NNC2=C1C(=O)NC=N2. Drug 2: C1CNP(=O)(OC1)N(CCCl)CCCl. Cell line: TK-10. Synergy scores: CSS=3.42, Synergy_ZIP=-1.03, Synergy_Bliss=0.0549, Synergy_Loewe=-4.95, Synergy_HSA=-1.24.